Dataset: Retrosynthesis with 50K atom-mapped reactions and 10 reaction types from USPTO. Task: Predict the reactants needed to synthesize the given product. (1) Given the product CC(C)(C)c1ccc(C(=O)Nc2cn3nc(NCc4ccncc4)ccc3n2)cc1, predict the reactants needed to synthesize it. The reactants are: CC(C)(C)c1ccc(C(=O)Nc2cn3nc(I)ccc3n2)cc1.NCc1ccncc1. (2) Given the product CC(C)(C)OC(=O)N1CCC(O)(CCc2ccc(F)c(C#N)c2)CC1, predict the reactants needed to synthesize it. The reactants are: CC(C)(C)OC(=O)N1CCC(O)(C#Cc2ccc(F)c(C#N)c2)CC1. (3) Given the product CC(C)(C#N)c1ccc(-c2cnc(N)c(-c3ccc4c(c3)CCNC4=O)n2)cc1, predict the reactants needed to synthesize it. The reactants are: CC(C)(C#N)c1ccc(B(O)O)cc1.Nc1ncc(Br)nc1-c1ccc2c(c1)CCNC2=O. (4) Given the product CCOc1cc2c(cc1OC)C(c1cccc(C(=O)N3CCC(n4c(=O)c5sc(-c6ccccc6)cc5n(Cc5cc(F)c(OC)c(F)c5)c4=O)CC3)c1)=N[C@@H]1CCSC[C@H]21, predict the reactants needed to synthesize it. The reactants are: CCOc1cc2c(cc1OC)C(c1cccc(C(=O)O)c1)=N[C@@H]1CCSC[C@H]21.COc1c(F)cc(Cn2c(=O)n(C3CCNCC3)c(=O)c3sc(-c4ccccc4)cc32)cc1F. (5) Given the product O[C@@H]1[C@@H](CSc2ccccc2F)OC(n2cnc3c(N[C@@H]4CCC[C@H]4O)ncnc32)[C@@H]1O, predict the reactants needed to synthesize it. The reactants are: Fc1ccccc1S.O[C@@H]1[C@@H](CCl)OC(n2cnc3c(N[C@@H]4CCC[C@H]4O)ncnc32)[C@@H]1O. (6) Given the product CS(=O)(=O)c1ccc(CNC(=O)c2ccc(F)nc2)c(Cl)c1, predict the reactants needed to synthesize it. The reactants are: CS(=O)(=O)c1ccc(CN)c(Cl)c1.O=C(O)c1ccc(F)nc1.